This data is from Reaction yield outcomes from USPTO patents with 853,638 reactions. The task is: Predict the reaction yield, written as a fraction of the theoretical maximum amount of product (1.0 means a 100% yield; for example, 0.34 means a 34% yield). (1) The reactants are [CH3:1][N:2]([S:31]([C:34]1[CH:39]=[CH:38][CH:37]=[CH:36][N:35]=1)(=[O:33])=[O:32])[C:3]1[CH:4]=[C:5]([O:24][CH2:25][C:26](OCC)=[O:27])[CH:6]=[C:7]2[C:11]=1[NH:10][C:9]([C:12]1[S:13][CH:14]([CH2:17][N:18]3[CH2:23][CH2:22][S:21][CH2:20][CH2:19]3)[CH2:15][N:16]=1)=[CH:8]2.[BH4-].[Li+].Cl.C(=O)([O-])O.[Na+]. The catalyst is O1CCCC1. The product is [OH:27][CH2:26][CH2:25][O:24][C:5]1[CH:6]=[C:7]2[C:11](=[C:3]([N:2]([CH3:1])[S:31]([C:34]3[CH:39]=[CH:38][CH:37]=[CH:36][N:35]=3)(=[O:32])=[O:33])[CH:4]=1)[NH:10][C:9]([C:12]1[S:13][CH:14]([CH2:17][N:18]3[CH2:23][CH2:22][S:21][CH2:20][CH2:19]3)[CH2:15][N:16]=1)=[CH:8]2. The yield is 0.550. (2) The reactants are [C:1]([C:5]1[O:9][N:8]=[C:7]([NH:10][C:11]([NH:13][C:14]2[CH:19]=[CH:18][CH:17]=[C:16]([S:20][C:21]3[C:30]4[C:25](=[CH:26][C:27]([O:33][CH2:34][CH2:35][O:36][CH3:37])=[C:28]([O:31][CH3:32])[CH:29]=4)[N:24]=[CH:23][N:22]=3)[CH:15]=2)=[O:12])[CH:6]=1)([CH3:4])([CH3:3])[CH3:2].[ClH:38].CCOCC. No catalyst specified. The product is [ClH:38].[C:1]([C:5]1[O:9][N:8]=[C:7]([NH:10][C:11]([NH:13][C:14]2[CH:19]=[CH:18][CH:17]=[C:16]([S:20][C:21]3[C:30]4[C:25](=[CH:26][C:27]([O:33][CH2:34][CH2:35][O:36][CH3:37])=[C:28]([O:31][CH3:32])[CH:29]=4)[N:24]=[CH:23][N:22]=3)[CH:15]=2)=[O:12])[CH:6]=1)([CH3:4])([CH3:2])[CH3:3]. The yield is 0.800. (3) The reactants are Cl[C:2]1[C:12]2[C:11](=[O:13])[NH:10][CH2:9][CH2:8][CH2:7][C:6]=2[CH:5]=CC=1OC.[Cl:16][C:17]1[C:18]([O:29][CH3:30])=[CH:19][C:20]2[C:26](=[O:27])[NH:25][CH2:24][CH2:23][CH2:22][C:21]=2[CH:28]=1.C(OC1C(CCl)=C(C)C=C(C)N=1)C1C=CC=CC=1.CC([O-])=O.[Na+].CC(O)=O. The yield is 0.360. The product is [Cl:16][C:17]1[C:18]([O:29][CH3:30])=[CH:19][C:20]2[C:26](=[O:27])[N:25]([CH2:2][C:12]3[C:11](=[O:13])[NH:10][C:9]([CH3:8])=[CH:7][C:6]=3[CH3:5])[CH2:24][CH2:23][CH2:22][C:21]=2[CH:28]=1. The catalyst is CN(C=O)C. (4) The reactants are [NH2:1][C@H:2]([C:10]([OH:12])=[O:11])[CH2:3][CH2:4][CH2:5][NH:6][C:7](=[NH:9])[NH2:8].[C:13](Cl)(=[O:25])[CH2:14][CH2:15][CH2:16][CH2:17][CH2:18][CH2:19][CH2:20][CH2:21][CH2:22][CH2:23][CH3:24].[OH-].[Na+].Cl. The catalyst is O.C(O)(C)C. The product is [C:13]([NH:1][C@H:2]([C:10]([OH:12])=[O:11])[CH2:3][CH2:4][CH2:5][NH:6][C:7](=[NH:8])[NH2:9])(=[O:25])[CH2:14][CH2:15][CH2:16][CH2:17][CH2:18][CH2:19][CH2:20][CH2:21][CH2:22][CH2:23][CH3:24]. The yield is 0.923.